Dataset: Catalyst prediction with 721,799 reactions and 888 catalyst types from USPTO. Task: Predict which catalyst facilitates the given reaction. (1) Reactant: Cl[C:2]1[C:11]2[C:6](=[CH:7][CH:8]=[C:9]([NH2:12])[CH:10]=2)[CH:5]=[N:4][CH:3]=1.[CH3:13][N:14]1[CH:18]=[C:17]([C:19]2[CH:24]=[CH:23][C:22](B3OC(C)(C)C(C)(C)O3)=[CH:21][CH:20]=2)[CH:16]=[N:15]1.C(=O)([O-])[O-].[Na+].[Na+].C(#N)C. Product: [CH3:13][N:14]1[CH:18]=[C:17]([C:19]2[CH:20]=[CH:21][C:22]([C:2]3[C:11]4[C:6](=[CH:7][CH:8]=[C:9]([NH2:12])[CH:10]=4)[CH:5]=[N:4][CH:3]=3)=[CH:23][CH:24]=2)[CH:16]=[N:15]1. The catalyst class is: 6. (2) Reactant: [CH3:1][C:2]1[CH:10]=[C:9]([CH2:11][N:12]2[CH:16]=[C:15](C)[N:14]=[CH:13]2)[CH:8]=[C:7]2[C:3]=1[CH2:4][CH2:5][C:6]2=[O:18].[CH3:19]C1N=CNC=1.CN1CCNCC1.CN(C=O)C. Product: [CH3:1][C:2]1[CH:10]=[C:9]([CH2:11][N:12]2[C:16]([CH3:19])=[CH:15][N:14]=[CH:13]2)[CH:8]=[C:7]2[C:3]=1[CH2:4][CH2:5][C:6]2=[O:18]. The catalyst class is: 14. (3) Reactant: Br[C:2]1[CH:3]=[C:4]2[C:14]3[C:9](=[CH:10][N:11]=[C:12]([C:15]4[CH:16]=[N:17][CH:18]=[CH:19][CH:20]=4)[CH:13]=3)[NH:8][C:5]2=[N:6][CH:7]=1.CC1(C)C(C)(C)OB([C:29]2[CH:34]=[CH:33][C:32]([N:35]3[CH2:40][CH2:39][N:38]([C:41]([O:43][C:44]([CH3:47])([CH3:46])[CH3:45])=[O:42])[CH2:37][CH2:36]3)=[CH:31][CH:30]=2)O1.C(=O)([O-])[O-].[Cs+].[Cs+]. Product: [N:17]1[CH:18]=[CH:19][CH:20]=[C:15]([C:12]2[CH:13]=[C:14]3[C:4]4[C:5](=[N:6][CH:7]=[C:2]([C:29]5[CH:30]=[CH:31][C:32]([N:35]6[CH2:36][CH2:37][N:38]([C:41]([O:43][C:44]([CH3:47])([CH3:46])[CH3:45])=[O:42])[CH2:39][CH2:40]6)=[CH:33][CH:34]=5)[CH:3]=4)[NH:8][C:9]3=[CH:10][N:11]=2)[CH:16]=1. The catalyst class is: 140. (4) Reactant: [O:1]([C:8]1[CH:9]=[C:10]([OH:14])[CH:11]=[CH:12][CH:13]=1)[C:2]1[CH:7]=[CH:6][CH:5]=[CH:4][CH:3]=1.[Br:15]Br. Product: [Br:15][C:13]1[CH:12]=[CH:11][C:10]([OH:14])=[CH:9][C:8]=1[O:1][C:2]1[CH:3]=[CH:4][CH:5]=[CH:6][CH:7]=1. The catalyst class is: 2. (5) Reactant: [F:1][C:2]1[CH:10]=[CH:9][C:8]([C:11]2[N:12]=[N:13][C:14]([NH:17][CH2:18][C:19]3([C:23]4[C:28]([F:29])=[CH:27][CH:26]=[CH:25][N:24]=4)[CH2:22][CH2:21][CH2:20]3)=[CH:15][CH:16]=2)=[CH:7][C:3]=1[C:4](O)=[O:5].[NH2:30][CH2:31][CH2:32][NH:33][C:34](=[O:43])[O:35][CH2:36][C:37]1[CH:42]=[CH:41][CH:40]=[CH:39][CH:38]=1.C1C=CC2N(O)N=NC=2C=1.CCN=C=NCCCN(C)C.Cl.CCN(C(C)C)C(C)C. Product: [F:1][C:2]1[CH:10]=[CH:9][C:8]([C:11]2[N:12]=[N:13][C:14]([NH:17][CH2:18][C:19]3([C:23]4[C:28]([F:29])=[CH:27][CH:26]=[CH:25][N:24]=4)[CH2:20][CH2:21][CH2:22]3)=[CH:15][CH:16]=2)=[CH:7][C:3]=1[C:4]([NH:30][CH2:31][CH2:32][NH:33][C:34](=[O:43])[O:35][CH2:36][C:37]1[CH:38]=[CH:39][CH:40]=[CH:41][CH:42]=1)=[O:5]. The catalyst class is: 2. (6) Reactant: Br[C:2]1[S:3][C:4]2[C:10](C3C=CC(Cl)=CC=3)=[C:9]([O:18][CH3:19])[C:8]([CH3:20])=[CH:7][C:5]=2[N:6]=1.[CH3:21][NH:22][CH3:23].C1COCC1. Product: [CH3:19][O:18][C:9]1[C:8]([CH3:20])=[CH:7][C:5]2[N:6]=[C:2]([N:22]([CH3:23])[CH3:21])[S:3][C:4]=2[CH:10]=1. The catalyst class is: 3.